Dataset: Catalyst prediction with 721,799 reactions and 888 catalyst types from USPTO. Task: Predict which catalyst facilitates the given reaction. Reactant: [Cl:1][C:2]1[C:7]([Cl:8])=[CH:6][CH:5]=[CH:4][C:3]=1[N:9]1[CH2:14][CH2:13][N:12]([CH2:15][CH2:16][CH2:17][CH2:18][O:19][C:20]2[CH:21]=[CH:22][C:23]([CH3:27])=[C:24]([CH:26]=2)[NH2:25])[CH2:11][CH2:10]1.[C:28](Cl)(=[O:30])[CH3:29].CCN(CC)CC. Product: [Cl:1][C:2]1[C:7]([Cl:8])=[CH:6][CH:5]=[CH:4][C:3]=1[N:9]1[CH2:10][CH2:11][N:12]([CH2:15][CH2:16][CH2:17][CH2:18][O:19][C:20]2[CH:21]=[CH:22][C:23]([CH3:27])=[C:24]([NH:25][C:28](=[O:30])[CH3:29])[CH:26]=2)[CH2:13][CH2:14]1. The catalyst class is: 34.